Dataset: Catalyst prediction with 721,799 reactions and 888 catalyst types from USPTO. Task: Predict which catalyst facilitates the given reaction. (1) Reactant: [NH:1]1[CH2:8][CH:7]([C:9]([O:11]CC)=O)[CH2:6][CH:5]=[CH:4][CH2:3][CH2:2]1.[C:14]([O:18][C:19]([N:21]1[CH2:26][CH2:25][CH:24]([C:27](O)=O)[CH2:23][CH2:22]1)=[O:20])([CH3:17])([CH3:16])[CH3:15].[OH:30]N1C2C=CC=CC=2N=N1.Cl.[CH3:41][O:42][C:43](=[O:47])[CH2:44][CH2:45][NH2:46].CCN=C=NC[CH2:54][CH2:55]N(C)C. Product: [CH3:41][O:42][C:43](=[O:47])[CH2:44][CH2:45][NH:46][C:9]([CH:7]1[CH2:8][N:1]([C:54](=[O:30])[CH2:55][CH2:27][CH:24]2[CH2:23][CH2:22][N:21]([C:19]([O:18][C:14]([CH3:15])([CH3:16])[CH3:17])=[O:20])[CH2:26][CH2:25]2)[CH2:2][CH2:3][CH:4]=[CH:5][CH2:6]1)=[O:11]. The catalyst class is: 3. (2) Reactant: [CH2:1]([N:3]=[C:4]=[O:5])[CH3:2].[CH2:6]([O:8][C:9]([C:11]1[C:16]([O:17][CH2:18][CH3:19])=[C:15]([N:20]2[CH2:25][CH2:24][O:23][CH2:22][CH2:21]2)[N:14]=[C:13]([C:26]2[CH:31]=[CH:30][C:29]([OH:32])=[CH:28][CH:27]=2)[N:12]=1)=[O:10])[CH3:7]. Product: [CH2:6]([O:8][C:9]([C:11]1[C:16]([O:17][CH2:18][CH3:19])=[C:15]([N:20]2[CH2:21][CH2:22][O:23][CH2:24][CH2:25]2)[N:14]=[C:13]([C:26]2[CH:27]=[CH:28][C:29]([O:32][C:4](=[O:5])[NH:3][CH2:1][CH3:2])=[CH:30][CH:31]=2)[N:12]=1)=[O:10])[CH3:7]. The catalyst class is: 11. (3) Reactant: [C:1]([C:4](=[CH:7]N(C)C)[C:5]#[N:6])(=O)[CH3:2].C(=O)([O-])[O-].[K+].[K+].[CH3:17][N:18]1[CH2:23][CH2:22][CH:21]([CH2:24][CH2:25][CH2:26][NH:27][C:28]([NH2:30])=[NH:29])[CH2:20][CH2:19]1. Product: [CH3:2][C:1]1[C:4]([C:5]#[N:6])=[CH:7][N:30]=[C:28]([NH:27][CH2:26][CH2:25][CH2:24][CH:21]2[CH2:20][CH2:19][N:18]([CH3:17])[CH2:23][CH2:22]2)[N:29]=1. The catalyst class is: 8. (4) Reactant: [F:1][C:2]1[C:11]([F:12])=[CH:10][CH:9]=[C:8](B2OC(C)(C)C(C)(C)O2)[C:3]=1[C:4]([O:6][CH3:7])=[O:5].Cl[C:23]1[N:28]=[CH:27][CH:26]=[CH:25][N:24]=1.C([O-])([O-])=O.[K+].[K+]. Product: [F:1][C:2]1[C:11]([F:12])=[CH:10][CH:9]=[C:8]([C:23]2[N:28]=[CH:27][CH:26]=[CH:25][N:24]=2)[C:3]=1[C:4]([O:6][CH3:7])=[O:5]. The catalyst class is: 117. (5) Reactant: [OH:1][CH2:2][CH:3]([O:6][CH2:7][N:8]1[CH:16]=[N:15][C:14]2[C:13](=[O:17])[NH:12][C:11]([NH:18][C:19](=[O:21])[CH3:20])=[N:10][C:9]1=2)[CH2:4][OH:5].[C:22](Cl)([C:39]1[CH:44]=[CH:43][CH:42]=[CH:41][CH:40]=1)([C:31]1[CH:38]=[CH:37][C:34]([O:35][CH3:36])=[CH:33][CH:32]=1)[C:23]1[CH:30]=[CH:29][C:26]([O:27][CH3:28])=[CH:25][CH:24]=1. Product: [CH3:36][O:35][C:34]1[CH:33]=[CH:32][C:31]([C:22]([C:23]2[CH:24]=[CH:25][C:26]([O:27][CH3:28])=[CH:29][CH:30]=2)([C:39]2[CH:44]=[CH:43][CH:42]=[CH:41][CH:40]=2)[O:1][CH2:2][CH:3]([O:6][CH2:7][N:8]2[CH:16]=[N:15][C:14]3[C:13](=[O:17])[NH:12][C:11]([NH:18][C:19](=[O:21])[CH3:20])=[N:10][C:9]2=3)[CH2:4][OH:5])=[CH:38][CH:37]=1. The catalyst class is: 17.